Dataset: Catalyst prediction with 721,799 reactions and 888 catalyst types from USPTO. Task: Predict which catalyst facilitates the given reaction. (1) Reactant: N(C(N1CCCCC1)=O)=NC(N1CCCCC1)=O.[Cl:19][C:20]1[CH:39]=[CH:38][C:23]([NH:24][C:25]2[C:34]3[C:29](=[CH:30][C:31]([OH:37])=[C:32]([O:35][CH3:36])[CH:33]=3)[N:28]=[CH:27][N:26]=2)=[C:22]([F:40])[CH:21]=1.C(P(CCCC)CCCC)CCC.O[CH2:55][CH2:56][N:57]1[CH2:62][CH2:61][S:60](=[O:64])(=[O:63])[CH2:59][CH2:58]1. Product: [Cl:19][C:20]1[CH:39]=[CH:38][C:23]([NH:24][C:25]2[C:34]3[C:29](=[CH:30][C:31]([O:37][CH2:55][CH2:56][N:57]4[CH2:62][CH2:61][S:60](=[O:64])(=[O:63])[CH2:59][CH2:58]4)=[C:32]([O:35][CH3:36])[CH:33]=3)[N:28]=[CH:27][N:26]=2)=[C:22]([F:40])[CH:21]=1. The catalyst class is: 158. (2) Reactant: [Br:1][C:2]1[CH:3]=[C:4]2[C:8](=[CH:9][CH:10]=1)[C@@H:7]([NH2:11])[CH2:6][CH2:5]2.C(N(CC)CC)C.[Cl:19][C:20]1[C:25]([N:26]=[C:27](Cl)[CH2:28][CH3:29])=[C:24]([CH3:31])[CH:23]=[C:22]([C:32](=[O:36])[CH:33]([CH3:35])[CH3:34])[N:21]=1. Product: [Br:1][C:2]1[CH:3]=[C:4]2[C:8](=[CH:9][CH:10]=1)[C@@H:7]([NH:11][C:27](=[N:26][C:25]1[C:20]([Cl:19])=[N:21][C:22]([C:32](=[O:36])[CH:33]([CH3:34])[CH3:35])=[CH:23][C:24]=1[CH3:31])[CH2:28][CH3:29])[CH2:6][CH2:5]2. The catalyst class is: 13. (3) Reactant: [Br:1][C:2]1[C:10]2[C:9]([C:11]([O:13]CC)=[O:12])=[CH:8][C:7]([C:16]3[CH:21]=[CH:20][C:19]([CH2:22][N:23]4[CH2:28][CH2:27][O:26][CH2:25][CH2:24]4)=[CH:18][CH:17]=3)=[N:6][C:5]=2[N:4]([CH:29]([CH3:31])[CH3:30])[N:3]=1.[OH-].[Na+]. Product: [Br:1][C:2]1[C:10]2[C:9]([C:11]([OH:13])=[O:12])=[CH:8][C:7]([C:16]3[CH:21]=[CH:20][C:19]([CH2:22][N:23]4[CH2:24][CH2:25][O:26][CH2:27][CH2:28]4)=[CH:18][CH:17]=3)=[N:6][C:5]=2[N:4]([CH:29]([CH3:31])[CH3:30])[N:3]=1. The catalyst class is: 14. (4) Reactant: [CH3:1][O:2][C:3](=[O:31])[C:4]1[CH:9]=[C:8]([O:10][C:11]2[CH:16]=[CH:15][C:14]([NH2:17])=[C:13]([O:18][CH3:19])[CH:12]=2)[CH:7]=[CH:6][C:5]=1[NH:20][S:21]([C:24]1[CH:29]=[CH:28][C:27]([CH3:30])=[CH:26][CH:25]=1)(=[O:23])=[O:22].[S:32](Cl)([C:35]1[CH:41]=[CH:40][C:38]([CH3:39])=[CH:37][CH:36]=1)(=[O:34])=[O:33].N1C=CC=CC=1. Product: [CH3:1][O:2][C:3](=[O:31])[C:4]1[CH:9]=[C:8]([O:10][C:11]2[CH:16]=[CH:15][C:14]([NH:17][S:32]([C:35]3[CH:41]=[CH:40][C:38]([CH3:39])=[CH:37][CH:36]=3)(=[O:34])=[O:33])=[C:13]([O:18][CH3:19])[CH:12]=2)[CH:7]=[CH:6][C:5]=1[NH:20][S:21]([C:24]1[CH:25]=[CH:26][C:27]([CH3:30])=[CH:28][CH:29]=1)(=[O:23])=[O:22]. The catalyst class is: 2. (5) Reactant: [CH3:1][C:2]1[CH:7]=[CH:6][C:5]([C:8]2[CH:13]=[C:12]([C:14](=[O:24])[NH:15][CH2:16][C:17]3[CH:18]=[N:19][C:20]([CH3:23])=[CH:21][CH:22]=3)[CH:11]=[C:10]([C:25]([OH:27])=O)[CH:9]=2)=[CH:4][CH:3]=1.[CH3:28][NH:29][C:30]1[CH:35]=[CH:34][N:33]=[CH:32][CH:31]=1.F[P-](F)(F)(F)(F)F.C[N+](C)=C(N(C)C)ON1C2N=CC=CC=2N=N1.C(N(CC)C(C)C)(C)C. Product: [CH3:28][N:29]([C:30]1[CH:35]=[CH:34][N:33]=[CH:32][CH:31]=1)[C:25]([C:10]1[CH:9]=[C:8]([C:5]2[CH:4]=[CH:3][C:2]([CH3:1])=[CH:7][CH:6]=2)[CH:13]=[C:12]([C:14]([NH:15][CH2:16][C:17]2[CH:18]=[N:19][C:20]([CH3:23])=[CH:21][CH:22]=2)=[O:24])[CH:11]=1)=[O:27]. The catalyst class is: 9. (6) Reactant: [C:1](Cl)(=[O:6])[CH2:2][CH2:3][CH2:4][CH3:5].Cl.[NH2:9][C@@H:10]([CH2:16][C:17]1[CH:22]=[CH:21][CH:20]=[CH:19][CH:18]=1)[C:11]([O:13][CH2:14][CH3:15])=[O:12].C(N(CC)CC)C. Product: [C:1]([NH:9][C@@H:10]([CH2:16][C:17]1[CH:18]=[CH:19][CH:20]=[CH:21][CH:22]=1)[C:11]([O:13][CH2:14][CH3:15])=[O:12])(=[O:6])[CH2:2][CH2:3][CH2:4][CH3:5]. The catalyst class is: 2. (7) Reactant: [CH3:1][C:2]([NH2:5])([CH3:4])[CH3:3].[CH2:6](N(CC)CC)C.[Br:13][C:14]1[CH:22]=[CH:21][C:17]([C:18]([OH:20])=[O:19])=[CH:16][C:15]=1[S:23](Cl)(=[O:25])=[O:24].Cl.S(=O)(=O)(O)O. Product: [Br:13][C:14]1[CH:22]=[CH:21][C:17]([C:18]([O:20][CH3:6])=[O:19])=[CH:16][C:15]=1[S:23](=[O:25])(=[O:24])[NH:5][C:2]([CH3:4])([CH3:3])[CH3:1]. The catalyst class is: 4. (8) Reactant: Br[CH2:2][C:3]([C:5]1[CH:10]=[CH:9][C:8]([N:11]([CH3:13])[CH3:12])=[CH:7][CH:6]=1)=O.[NH2:14][C:15]1[CH:20]=[C:19]([CH3:21])[C:18]([Br:22])=[CH:17][N:16]=1.C([O-])(O)=O.[Na+]. Product: [Br:22][C:18]1[C:19]([CH3:21])=[CH:20][C:15]2[N:16]([CH:2]=[C:3]([C:5]3[CH:10]=[CH:9][C:8]([N:11]([CH3:13])[CH3:12])=[CH:7][CH:6]=3)[N:14]=2)[CH:17]=1. The catalyst class is: 14. (9) Reactant: [CH2:1]([O:3][C:4]([C:6]1[C:7]([CH3:25])=[C:8]([C:18]([O:20][C:21]([CH3:24])([CH3:23])[CH3:22])=[O:19])[NH:9][C:10]=1[CH2:11][CH2:12][C:13]([O:15]CC)=[O:14])=[O:5])[CH3:2].CO.[OH-].[Li+]. Product: [CH2:1]([O:3][C:4]([C:6]1[C:7]([CH3:25])=[C:8]([C:18]([O:20][C:21]([CH3:24])([CH3:23])[CH3:22])=[O:19])[NH:9][C:10]=1[CH2:11][CH2:12][C:13]([OH:15])=[O:14])=[O:5])[CH3:2]. The catalyst class is: 7.